Dataset: Catalyst prediction with 721,799 reactions and 888 catalyst types from USPTO. Task: Predict which catalyst facilitates the given reaction. (1) Reactant: [ClH:1].[Cl:2][CH2:3][C:4]1[C:5]([NH:16][CH2:17][CH3:18])=[N:6][C:7]2[C:12]([CH:13]=1)=[CH:11][C:10]([O:14][CH3:15])=[CH:9][CH:8]=2.[CH:19]([C:22]1[C:31]2[C:26](=[CH:27][C:28]([O:34][CH3:35])=[C:29]([O:32][CH3:33])[CH:30]=2)[CH:25]=[C:24]([OH:36])[N:23]=1)([CH3:21])[CH3:20].[Li+].[OH-]. Product: [ClH:2].[ClH:1].[CH2:17]([NH:16][C:5]1[C:4]([CH2:3][C:25]2[C:26]3[C:31](=[CH:30][C:29]([O:32][CH3:33])=[C:28]([O:34][CH3:35])[CH:27]=3)[C:22]([CH:19]([CH3:20])[CH3:21])=[N:23][C:24]=2[OH:36])=[CH:13][C:12]2[C:7](=[CH:8][CH:9]=[C:10]([O:14][CH3:15])[CH:11]=2)[N:6]=1)[CH3:18]. The catalyst class is: 76. (2) Reactant: C(OC([NH:8][C:9]1[N:14]=[C:13]([CH2:15][CH2:16][O:17][C:18]2[CH:40]=[CH:39][C:21]([CH2:22][C@@H:23]([C:35]([O:37][CH3:38])=[O:36])[NH:24][C:25]([C:27]3[C:32]([Cl:33])=[CH:31][CH:30]=[CH:29][C:28]=3[Cl:34])=[O:26])=[CH:20][CH:19]=2)[CH:12]=[CH:11][CH:10]=1)=O)(C)(C)C.C(O)(=O)C.O=[CH:46][CH2:47][NH:48][C:49](=[O:55])[O:50][C:51]([CH3:54])([CH3:53])[CH3:52].[BH-](OC(C)=O)(OC(C)=O)OC(C)=O.[Na+]. Product: [C:51]([O:50][C:49]([NH:48][CH2:47][CH2:46][NH:8][C:9]1[N:14]=[C:13]([CH2:15][CH2:16][O:17][C:18]2[CH:40]=[CH:39][C:21]([CH2:22][C@@H:23]([C:35]([O:37][CH3:38])=[O:36])[NH:24][C:25]([C:27]3[C:28]([Cl:34])=[CH:29][CH:30]=[CH:31][C:32]=3[Cl:33])=[O:26])=[CH:20][CH:19]=2)[CH:12]=[CH:11][CH:10]=1)=[O:55])([CH3:54])([CH3:53])[CH3:52]. The catalyst class is: 2.